Dataset: Reaction yield outcomes from USPTO patents with 853,638 reactions. Task: Predict the reaction yield, written as a fraction of the theoretical maximum amount of product (1.0 means a 100% yield; for example, 0.34 means a 34% yield). (1) The reactants are [OH:1][CH:2]([C:19]1[CH:28]=[CH:27][C:26]2[C:21](=[CH:22][CH:23]=[CH:24][CH:25]=2)[CH:20]=1)[C:3]1[CH:7]=[C:6]([C:8]2[CH:13]=[CH:12][N:11]=[CH:10][CH:9]=2)[S:5][C:4]=1[C:14]([O:16]CC)=[O:15].O1CCCC1.CO.[OH-].[Na+]. The catalyst is O. The product is [OH:1][CH:2]([C:19]1[CH:28]=[CH:27][C:26]2[C:21](=[CH:22][CH:23]=[CH:24][CH:25]=2)[CH:20]=1)[C:3]1[CH:7]=[C:6]([C:8]2[CH:13]=[CH:12][N:11]=[CH:10][CH:9]=2)[S:5][C:4]=1[C:14]([OH:16])=[O:15]. The yield is 0.140. (2) The reactants are [C:1]([C:5]1[CH:6]=[C:7]2[C:11](=[CH:12][C:13]=1[N+:14]([O-])=O)[NH:10][CH:9]=[CH:8]2)([CH3:4])([CH3:3])[CH3:2]. The yield is 0.870. The product is [C:1]([C:5]1[CH:6]=[C:7]2[C:11](=[CH:12][C:13]=1[NH2:14])[NH:10][CH:9]=[CH:8]2)([CH3:4])([CH3:2])[CH3:3]. The catalyst is CO.[Ni]. (3) The reactants are [F:1][C:2]1[CH:7]=[CH:6][C:5]([C:8]2[C:12]3=[N:13][CH:14]=[CH:15][C:16]([C:17]4[C:18](O)=[N:19][CH:20]=[N:21][CH:22]=4)=[C:11]3[O:10][N:9]=2)=[CH:4][CH:3]=1.P(Cl)(Cl)([Cl:26])=O. No catalyst specified. The product is [Cl:26][C:18]1[C:17]([C:16]2[CH:15]=[CH:14][N:13]=[C:12]3[C:8]([C:5]4[CH:6]=[CH:7][C:2]([F:1])=[CH:3][CH:4]=4)=[N:9][O:10][C:11]=23)=[CH:22][N:21]=[CH:20][N:19]=1. The yield is 1.00. (4) The reactants are [N:1]1[C:2]([C:10]([OH:12])=O)=[CH:3][N:4]2[CH2:9][CH2:8][CH2:7][CH2:6][C:5]=12.CCN(C(C)C)C(C)C.CN(C(ON1N=NC2C=CC=NC1=2)=[N+](C)C)C.[F:39][P-](F)(F)(F)(F)F.[NH2:46][CH:47]1[CH2:52][CH2:51][CH:50]([N:53]2[C:58](=[O:59])[C:57]3[CH:60]=[CH:61][CH:62]=[N:63][C:56]=3[N:55]([CH:64]3[CH2:69][CH2:68][S:67][CH2:66][CH2:65]3)[C:54]2=[O:70])[CH2:49][CH2:48]1. The catalyst is CN(C=O)C.O. The product is [F:39][C:61]1[CH:62]=[N:63][C:56]2[N:55]([CH:64]3[CH2:65][CH2:66][S:67][CH2:68][CH2:69]3)[C:54](=[O:70])[N:53]([C@@H:50]3[CH2:51][CH2:52][C@H:47]([NH:46][C:10]([C:2]4[N:1]=[C:5]5[CH2:6][CH2:7][CH2:8][CH2:9][N:4]5[CH:3]=4)=[O:12])[CH2:48][CH2:49]3)[C:58](=[O:59])[C:57]=2[CH:60]=1. The yield is 0.590. (5) The reactants are [Br:1][C:2]1[CH:10]=[C:9]2[C:5]([CH2:6][C:7]3([CH2:16][CH2:15][C:14]4([O:20][CH2:19][CH2:18][O:17]4)[CH2:13][CH2:12]3)[C:8]2=O)=[CH:4][CH:3]=1.[CH3:21][C:22]([S:25]([NH2:27])=[O:26])([CH3:24])[CH3:23].CCOC(C)=O. The catalyst is [O-]CC.[Ti+4].[O-]CC.[O-]CC.[O-]CC.O. The product is [Br:1][C:2]1[CH:10]=[C:9]2[C:5]([CH2:6][C:7]3([CH2:16][CH2:15][C:14]4([O:20][CH2:19][CH2:18][O:17]4)[CH2:13][CH2:12]3)[C:8]2=[N:27][S:25]([C:22]([CH3:24])([CH3:23])[CH3:21])=[O:26])=[CH:4][CH:3]=1. The yield is 0.690. (6) The reactants are [CH2:1]([O:3][C:4]([C:6]1[CH:7]=[C:8]2[C:13](=[CH:14][CH:15]=1)[NH:12][CH:11]([C:16]1[CH:21]=[CH:20][C:19](Br)=[CH:18][CH:17]=1)[C:10]([CH3:24])([CH3:23])[CH2:9]2)=[O:5])[CH3:2].[NH:25]1[CH2:30][CH2:29][O:28][CH2:27][CH2:26]1.Cl.CN(C)CC(O)=O.C(=O)([O-])[O-].[K+].[K+]. The catalyst is CS(C)=O.[Cu]I.C(OCC)(=O)C. The product is [CH2:1]([O:3][C:4]([C:6]1[CH:7]=[C:8]2[C:13](=[CH:14][CH:15]=1)[NH:12][CH:11]([C:16]1[CH:21]=[CH:20][C:19]([N:25]3[CH2:30][CH2:29][O:28][CH2:27][CH2:26]3)=[CH:18][CH:17]=1)[C:10]([CH3:24])([CH3:23])[CH2:9]2)=[O:5])[CH3:2]. The yield is 0.200. (7) The reactants are [CH3:1][C:2]1[CH:7]=[C:6]([CH3:8])[NH:5][C:4](=[O:9])[C:3]=1[CH2:10][NH:11][C:12]([C:14]1[C:15]2[CH:24]=[N:23][N:22]([CH:25]([CH3:27])[CH3:26])[C:16]=2[N:17]=[C:18]([CH:20]=[CH2:21])[CH:19]=1)=[O:13].C[N+]1([O-])CC[O:32]CC1.CC(O)(C)C.[OH2:41]. The catalyst is C(Cl)Cl.O=[Os](=O)(=O)=O.CO.C(Cl)Cl. The product is [OH:41][CH:20]([C:18]1[CH:19]=[C:14]([C:12]([NH:11][CH2:10][C:3]2[C:4](=[O:9])[NH:5][C:6]([CH3:8])=[CH:7][C:2]=2[CH3:1])=[O:13])[C:15]2[CH:24]=[N:23][N:22]([CH:25]([CH3:27])[CH3:26])[C:16]=2[N:17]=1)[CH2:21][OH:32]. The yield is 0.754. (8) The reactants are [CH3:1][C:2]1[CH:3]=[C:4]([N:9]2[C:13](=[O:14])[CH:12]=[C:11]([CH3:15])[NH:10]2)[CH:5]=[CH:6][C:7]=1[CH3:8].P(Cl)(Cl)(Cl)=O.CN(C)[CH:23]=[O:24]. No catalyst specified. The product is [CH3:1][C:2]1[CH:3]=[C:4]([N:9]2[C:13]([OH:14])=[C:12]([CH:23]=[O:24])[C:11]([CH3:15])=[N:10]2)[CH:5]=[CH:6][C:7]=1[CH3:8]. The yield is 0.490. (9) The reactants are [CH2:1]([N:3]1CN(C)C[N:5]([C:10]2[S:11][C:12]3[C:18]([C:19]4[CH:24]=[C:23]([CH2:25][N:26]5[CH2:29][C:28]([OH:31])([CH3:30])[CH2:27]5)[CH:22]=[CH:21][N:20]=4)=[CH:17][C:16]([C:32]4[CH:33]=[N:34][C:35]([C:38]([OH:41])([CH3:40])[CH3:39])=[N:36][CH:37]=4)=[CH:15][C:13]=3[N:14]=2)[C:4]1=[O:42])[CH3:2].Cl. The catalyst is CO.C(Cl)Cl. The product is [CH2:1]([NH:3][C:4]([NH:5][C:10]1[S:11][C:12]2[C:18]([C:19]3[CH:24]=[C:23]([CH2:25][N:26]4[CH2:27][C:28]([OH:31])([CH3:30])[CH2:29]4)[CH:22]=[CH:21][N:20]=3)=[CH:17][C:16]([C:32]3[CH:33]=[N:34][C:35]([C:38]([OH:41])([CH3:40])[CH3:39])=[N:36][CH:37]=3)=[CH:15][C:13]=2[N:14]=1)=[O:42])[CH3:2]. The yield is 0.900.